This data is from NCI-60 drug combinations with 297,098 pairs across 59 cell lines. The task is: Regression. Given two drug SMILES strings and cell line genomic features, predict the synergy score measuring deviation from expected non-interaction effect. Drug 1: CCC1(CC2CC(C3=C(CCN(C2)C1)C4=CC=CC=C4N3)(C5=C(C=C6C(=C5)C78CCN9C7C(C=CC9)(C(C(C8N6C)(C(=O)OC)O)OC(=O)C)CC)OC)C(=O)OC)O.OS(=O)(=O)O. Drug 2: C1=CN(C=N1)CC(O)(P(=O)(O)O)P(=O)(O)O. Cell line: HCC-2998. Synergy scores: CSS=1.83, Synergy_ZIP=2.04, Synergy_Bliss=2.83, Synergy_Loewe=-3.78, Synergy_HSA=-1.68.